This data is from Full USPTO retrosynthesis dataset with 1.9M reactions from patents (1976-2016). The task is: Predict the reactants needed to synthesize the given product. Given the product [F:14][C:15]1[CH:20]=[C:19]([CH:18]=[CH:17][CH:16]=1)[O:1][C@@H:2]1[CH2:6][CH2:5][N:4]([C:7]([O:9][C:10]([CH3:13])([CH3:12])[CH3:11])=[O:8])[CH2:3]1, predict the reactants needed to synthesize it. The reactants are: [OH:1][C@H:2]1[CH2:6][CH2:5][N:4]([C:7]([O:9][C:10]([CH3:13])([CH3:12])[CH3:11])=[O:8])[CH2:3]1.[F:14][C:15]1[CH:16]=[C:17](O)[CH:18]=[CH:19][CH:20]=1.